From a dataset of Reaction yield outcomes from USPTO patents with 853,638 reactions. Predict the reaction yield, written as a fraction of the theoretical maximum amount of product (1.0 means a 100% yield; for example, 0.34 means a 34% yield). (1) The reactants are [NH2:1][C:2]1[CH:7]=[CH:6][C:5]([OH:8])=[CH:4][C:3]=1[N+:9]([O-:11])=[O:10].[CH3:12][C:13]([Si:16](Cl)([CH3:18])[CH3:17])([CH3:15])[CH3:14].N1C=CN=C1. The catalyst is CN(C=O)C.C(OCC)(=O)C. The product is [Si:16]([O:8][C:5]1[CH:6]=[CH:7][C:2]([NH2:1])=[C:3]([N+:9]([O-:11])=[O:10])[CH:4]=1)([C:13]([CH3:15])([CH3:14])[CH3:12])([CH3:18])[CH3:17]. The yield is 1.00. (2) The reactants are Br[C:2]1[S:6][C:5]([C:7]([O:9][CH2:10][CH3:11])=[O:8])=[CH:4][CH:3]=1.[N:12]1[CH:17]=[CH:16][C:15](B(O)O)=[CH:14][CH:13]=1.C(=O)([O-])[O-].[Cs+].[Cs+]. The yield is 0.660. The product is [N:12]1[CH:17]=[CH:16][C:15]([C:2]2[S:6][C:5]([C:7]([O:9][CH2:10][CH3:11])=[O:8])=[CH:4][CH:3]=2)=[CH:14][CH:13]=1. The catalyst is O1CCOCC1.O.C(Cl)Cl.C1C=CC([P]([Pd]([P](C2C=CC=CC=2)(C2C=CC=CC=2)C2C=CC=CC=2)([P](C2C=CC=CC=2)(C2C=CC=CC=2)C2C=CC=CC=2)[P](C2C=CC=CC=2)(C2C=CC=CC=2)C2C=CC=CC=2)(C2C=CC=CC=2)C2C=CC=CC=2)=CC=1. (3) The reactants are [CH3:1][N:2]1[CH2:7][CH2:6][N:5]([C:8]2[CH:9]=[CH:10][C:11]([NH2:14])=[N:12][CH:13]=2)[CH2:4][CH2:3]1.Br[C:16]1[C:17](=[O:24])[N:18]([CH3:23])[N:19]=[C:20]([Cl:22])[CH:21]=1.C1(P(C2C=CC=CC=2)C2C3OC4C(=CC=CC=4P(C4C=CC=CC=4)C4C=CC=CC=4)C(C)(C)C=3C=CC=2)C=CC=CC=1. The catalyst is O1CCOCC1.ClCCl.O.C1C=CC(/C=C/C(/C=C/C2C=CC=CC=2)=O)=CC=1.C1C=CC(/C=C/C(/C=C/C2C=CC=CC=2)=O)=CC=1.C1C=CC(/C=C/C(/C=C/C2C=CC=CC=2)=O)=CC=1.[Pd].[Pd]. The product is [Cl:22][C:20]1[CH:21]=[C:16]([NH:14][C:11]2[CH:10]=[CH:9][C:8]([N:5]3[CH2:6][CH2:7][N:2]([CH3:1])[CH2:3][CH2:4]3)=[CH:13][N:12]=2)[C:17](=[O:24])[N:18]([CH3:23])[N:19]=1. The yield is 0.740. (4) The catalyst is C(Cl)Cl.C(OCC)(=O)C.C(OCC)C.[I-].[Zn+2].[I-]. The reactants are [Br:1][C:2]1[C:11]2[C:10]([CH3:12])=[CH:9][CH2:8][CH2:7][C:6]=2[CH:5]=[CH:4][C:3]=1[NH:13][S:14]([C:17]1[CH:22]=[CH:21][C:20]([F:23])=[CH:19][CH:18]=1)(=[O:16])=[O:15].C1C=C(Cl)C=C(C(OO)=[O:32])C=1. The yield is 0.790. The product is [Br:1][C:2]1[C:11]2[CH:10]([CH3:12])[C:9](=[O:32])[CH2:8][CH2:7][C:6]=2[CH:5]=[CH:4][C:3]=1[NH:13][S:14]([C:17]1[CH:18]=[CH:19][C:20]([F:23])=[CH:21][CH:22]=1)(=[O:16])=[O:15]. (5) The reactants are [NH2:1][C:2]1[CH:3]=[C:4]([C:10]2[CH:15]=[CH:14][C:13]([CH3:16])=[CH:12][C:11]=2[CH3:17])[C:5](=[O:9])[N:6]([CH3:8])[CH:7]=1.[CH:18](=O)[CH2:19][CH3:20].C(O[BH-](O[C:32](=O)[CH3:33])OC(=O)C)(=O)C.[Na+].Cl[CH2:37]Cl. No catalyst specified. The product is [CH3:17][C:11]1[CH:12]=[C:13]([CH3:16])[CH:14]=[CH:15][C:10]=1[C:4]1[C:5](=[O:9])[N:6]([CH3:8])[CH:7]=[C:2]([N:1]([CH2:37][CH2:32][CH3:33])[CH2:18][CH2:19][CH3:20])[CH:3]=1. The yield is 1.00. (6) The reactants are [NH:1]1[CH:5]=[CH:4][N:3]=[C:2]1[C:6]1[NH:7][CH:8]=[CH:9][N:10]=1.[H-].[Na+].[Br:13][C:14]1[CH:19]=[CH:18][C:17]([CH2:20]Br)=[CH:16][CH:15]=1.[NH4+].[Cl-]. The catalyst is CN(C=O)C. The product is [Br:13][C:14]1[CH:19]=[CH:18][C:17]([CH2:20][N:1]2[CH:5]=[CH:4][N:3]=[C:2]2[C:6]2[N:10]([CH2:20][C:17]3[CH:16]=[CH:15][C:14]([Br:13])=[CH:19][CH:18]=3)[CH:9]=[CH:8][N:7]=2)=[CH:16][CH:15]=1. The yield is 0.560. (7) The reactants are [Cl:1][C:2]1[CH:3]=[C:4]([C@@H:12]([CH2:16][CH:17]2[CH2:22][CH2:21][C:20](=[O:23])[CH2:19][CH2:18]2)[C:13](O)=[O:14])[CH:5]=[CH:6][C:7]=1[S:8]([CH3:11])(=[O:10])=[O:9].C1(P(C2C=CC=CC=2)C2C=CC=CC=2)C=CC=CC=1.BrN1C(=O)CCC1=O.[NH2:51][C:52]1[CH:57]=[N:56][C:55]([Cl:58])=[CH:54][N:53]=1.N1C(C)=CC=CC=1C. The catalyst is C(Cl)Cl. The product is [Cl:1][C:2]1[CH:3]=[C:4]([C@@H:12]([CH2:16][CH:17]2[CH2:18][CH2:19][C:20](=[O:23])[CH2:21][CH2:22]2)[C:13]([NH:51][C:52]2[CH:57]=[N:56][C:55]([Cl:58])=[CH:54][N:53]=2)=[O:14])[CH:5]=[CH:6][C:7]=1[S:8]([CH3:11])(=[O:9])=[O:10]. The yield is 0.520. (8) The reactants are [CH3:1][N:2]1[CH2:7][CH2:6][N:5]([C:8]([C:10]2[CH:11]=[C:12]([CH:14]=[C:15]([C:17]([F:20])([F:19])[F:18])[CH:16]=2)[NH2:13])=O)[CH2:4][CH2:3]1.CSC.B.O1CCCC1.Cl.[OH-].[Na+]. The catalyst is O1CCCC1. The product is [CH3:1][N:2]1[CH2:7][CH2:6][N:5]([CH2:8][C:10]2[CH:11]=[C:12]([CH:14]=[C:15]([C:17]([F:20])([F:18])[F:19])[CH:16]=2)[NH2:13])[CH2:4][CH2:3]1. The yield is 0.500.